From a dataset of Full USPTO retrosynthesis dataset with 1.9M reactions from patents (1976-2016). Predict the reactants needed to synthesize the given product. (1) The reactants are: [F:1][C:2]1[CH:3]=[C:4]([C:9]2[C:10]3[N:11]([N:15]=[C:16]([NH2:18])[N:17]=3)[CH:12]=[CH:13][CH:14]=2)[CH:5]=[CH:6][C:7]=1[F:8].[CH3:19][C:20]1[N:24]=[C:23]([N:25]2[CH2:30][CH2:29][C:28](=O)[CH2:27][CH2:26]2)[S:22][N:21]=1. Given the product [F:1][C:2]1[CH:3]=[C:4]([C:9]2[C:10]3[N:11]([N:15]=[C:16]([NH:18][CH:28]4[CH2:27][CH2:26][N:25]([C:23]5[S:22][N:21]=[C:20]([CH3:19])[N:24]=5)[CH2:30][CH2:29]4)[N:17]=3)[CH:12]=[CH:13][CH:14]=2)[CH:5]=[CH:6][C:7]=1[F:8], predict the reactants needed to synthesize it. (2) Given the product [C:20]([O:19][C:17]([N:14]1[CH2:13][CH2:12][N:11]([C:9]2[N:8]=[C:7]([C:24]3[CH:29]=[CH:28][N:27]=[C:26]([F:30])[CH:25]=3)[CH:6]=[C:5]([CH2:3][OH:2])[CH:10]=2)[CH2:16][CH2:15]1)=[O:18])([CH3:23])([CH3:21])[CH3:22], predict the reactants needed to synthesize it. The reactants are: C[O:2][C:3]([C:5]1[CH:10]=[C:9]([N:11]2[CH2:16][CH2:15][N:14]([C:17]([O:19][C:20]([CH3:23])([CH3:22])[CH3:21])=[O:18])[CH2:13][CH2:12]2)[N:8]=[C:7]([C:24]2[CH:29]=[CH:28][N:27]=[C:26]([F:30])[CH:25]=2)[CH:6]=1)=O.CCOCC.[H-].[H-].[H-].[H-].[Li+].[Al+3]. (3) Given the product [Cl:2][C:3]1[N:12]=[CH:11][CH:10]=[C:9]2[C:4]=1[CH:5]=[C:6]([C:23]1[CH:24]=[CH:25][CH:26]=[CH:27][CH:28]=1)[C:7]([C:13]1[CH:14]=[CH:15][C:16]([C:19]3([NH:22][C:46](=[O:47])[O:45][CH2:38][C:39]4[CH:44]=[CH:43][CH:42]=[CH:41][CH:40]=4)[CH2:20][CH2:21]3)=[CH:17][CH:18]=1)=[N:8]2, predict the reactants needed to synthesize it. The reactants are: [Cl-].[Cl:2][C:3]1[N:12]=[CH:11][CH:10]=[C:9]2[C:4]=1[CH:5]=[C:6]([C:23]1[CH:28]=[CH:27][CH:26]=[CH:25][CH:24]=1)[C:7]([C:13]1[CH:18]=[CH:17][C:16]([C:19]3([NH3+:22])[CH2:21][CH2:20]3)=[CH:15][CH:14]=1)=[N:8]2.CCN(C(C)C)C(C)C.[CH2:38]([O:45][C:46](Cl)=[O:47])[C:39]1[CH:44]=[CH:43][CH:42]=[CH:41][CH:40]=1. (4) Given the product [CH:34]1([NH:37][C:30]([C:26]2[C:25]([CH3:33])=[C:24](/[CH:23]=[C:16]3\[C:17](=[O:22])[NH:18][C:19]4[C:15]\3=[CH:14][C:13]([S:10]([CH2:9][C:3]3[C:4]([Cl:8])=[CH:5][CH:6]=[CH:7][C:2]=3[Cl:1])(=[O:11])=[O:12])=[CH:21][CH:20]=4)[NH:28][C:27]=2[CH3:29])=[O:31])[CH2:36][CH2:35]1, predict the reactants needed to synthesize it. The reactants are: [Cl:1][C:2]1[CH:7]=[CH:6][CH:5]=[C:4]([Cl:8])[C:3]=1[CH2:9][S:10]([C:13]1[CH:14]=[C:15]2[C:19](=[CH:20][CH:21]=1)[NH:18][C:17](=[O:22])/[C:16]/2=[CH:23]\[C:24]1[NH:28][C:27]([CH3:29])=[C:26]([C:30](O)=[O:31])[C:25]=1[CH3:33])(=[O:12])=[O:11].[CH:34]1([NH2:37])[CH2:36][CH2:35]1. (5) The reactants are: [CH3:1][N:2]1[CH2:7][CH2:6][NH:5][CH2:4][CH2:3]1.Br[CH2:9][CH2:10][NH2:11].C(=O)([O-])[O-].[K+].[K+]. Given the product [CH3:1][N:2]1[CH2:7][CH2:6][N:5]([CH2:9][CH2:10][NH2:11])[CH2:4][CH2:3]1, predict the reactants needed to synthesize it. (6) Given the product [NH2:43][C:7](=[N:6][C:5]([O:4][CH2:3][C:2]([CH3:46])([CH3:45])[CH3:1])=[O:44])[C:8]1[CH:13]=[CH:12][C:11]([NH:14][CH:15]([C:16]2[CH:21]=[C:20]([O:22][CH3:23])[CH:19]=[C:18]([O:24][CH2:25][CH2:26][OH:27])[C:17]=2[F:28])[C:29]2[N:33]=[C:32]([O:34][CH2:35][O:62][C:60]([CH:54]3[CH2:59][CH2:58][CH2:57][CH2:56][CH2:55]3)=[O:61])[N:31]([C:37]3[N:42]=[CH:41][CH:40]=[CH:39][N:38]=3)[N:30]=2)=[CH:10][CH:9]=1, predict the reactants needed to synthesize it. The reactants are: [CH3:1][C:2]([CH3:46])([CH3:45])[CH2:3][O:4][C:5](=[O:44])[N:6]=[C:7]([NH2:43])[C:8]1[CH:13]=[CH:12][C:11]([NH:14][CH:15]([C:29]2[N:33]=[C:32]([O:34][CH2:35]Cl)[N:31]([C:37]3[N:42]=[CH:41][CH:40]=[CH:39][N:38]=3)[N:30]=2)[C:16]2[CH:21]=[C:20]([O:22][CH3:23])[CH:19]=[C:18]([O:24][CH2:25][CH2:26][OH:27])[C:17]=2[F:28])=[CH:10][CH:9]=1.C(=O)([O-])O.[K+].[I-].[Na+].[CH:54]1([C:60]([OH:62])=[O:61])[CH2:59][CH2:58][CH2:57][CH2:56][CH2:55]1.[Cl-].[NH4+]. (7) Given the product [CH3:59][CH:58]([CH3:60])[C@H:53]([N:47]1[CH2:46][C:45]2[C:49](=[CH:50][CH:51]=[C:43]([C:40]3[CH:41]=[CH:42][C:37]([NH:36][C:70]([NH:69][C:65]4[CH:66]=[CH:67][CH:68]=[C:63]([C:62]([F:61])([F:72])[F:73])[CH:64]=4)=[O:71])=[CH:38][CH:39]=3)[CH:44]=2)[C:48]1=[O:52])[C:54]([O:56][CH3:57])=[O:55], predict the reactants needed to synthesize it. The reactants are: FC1C=CC(NC(=O)NC2C=CC(C3C=C4C(=CC=3)C(=O)N([C@@H](C(C)C)C(OC)=O)C4)=CC=2)=CC=1.[NH2:36][C:37]1[CH:42]=[CH:41][C:40]([C:43]2[CH:44]=[C:45]3[C:49](=[CH:50][CH:51]=2)[C:48](=[O:52])[N:47]([C@@H:53]([CH:58]([CH3:60])[CH3:59])[C:54]([O:56][CH3:57])=[O:55])[CH2:46]3)=[CH:39][CH:38]=1.[F:61][C:62]([F:73])([F:72])[C:63]1[CH:64]=[C:65]([N:69]=[C:70]=[O:71])[CH:66]=[CH:67][CH:68]=1. (8) Given the product [CH3:12][O:11][C:6]1[CH:7]=[CH:8][CH:9]=[CH:10][C:5]=1[O:4][CH2:3][CH2:2][NH:14][CH3:13], predict the reactants needed to synthesize it. The reactants are: Br[CH2:2][CH2:3][O:4][C:5]1[CH:10]=[CH:9][CH:8]=[CH:7][C:6]=1[O:11][CH3:12].[CH3:13][NH2:14]. (9) The reactants are: [CH:1]1([OH:7])[CH2:6][CH2:5][CH2:4][CH2:3][CH2:2]1.[H-].[Na+].Cl[C:11]1[CH:12]=[C:13]([N:20]([CH2:28][CH:29]2[CH2:34][CH2:33][O:32][CH2:31][CH2:30]2)[C:21](=[O:27])[O:22][C:23]([CH3:26])([CH3:25])[CH3:24])[C:14]2[N:15]([CH:17]=[CH:18][N:19]=2)[N:16]=1.C(O)(=O)CC(CC(O)=O)(C(O)=O)O. Given the product [CH:1]1([O:7][C:11]2[CH:12]=[C:13]([N:20]([CH2:28][CH:29]3[CH2:34][CH2:33][O:32][CH2:31][CH2:30]3)[C:21](=[O:27])[O:22][C:23]([CH3:25])([CH3:26])[CH3:24])[C:14]3[N:15]([CH:17]=[CH:18][N:19]=3)[N:16]=2)[CH2:6][CH2:5][CH2:4][CH2:3][CH2:2]1, predict the reactants needed to synthesize it. (10) Given the product [Br:18][C:19]1[CH:20]=[CH:21][C:22]([CH2:25][O:26][CH:27]2[CH2:30][N:13]3[C:12](=[O:17])[N:11]([C:6]4[CH:5]=[C:4]([Cl:3])[CH:9]=[C:8]([Cl:10])[CH:7]=4)[C:15](=[O:16])[N:14]3[CH2:28]2)=[CH:23][CH:24]=1, predict the reactants needed to synthesize it. The reactants are: [Na].[Na].[Cl:3][C:4]1[CH:5]=[C:6]([N:11]2[C:15](=[O:16])[NH:14][NH:13][C:12]2=[O:17])[CH:7]=[C:8]([Cl:10])[CH:9]=1.[Br:18][C:19]1[CH:24]=[CH:23][C:22]([CH2:25][O:26][CH:27]([CH2:30]Cl)[CH2:28]Br)=[CH:21][CH:20]=1.